From a dataset of Reaction yield outcomes from USPTO patents with 853,638 reactions. Predict the reaction yield, written as a fraction of the theoretical maximum amount of product (1.0 means a 100% yield; for example, 0.34 means a 34% yield). The reactants are [F:1][C:2]([F:13])([F:12])[C:3]1[CH:8]=[CH:7][C:6](B(O)O)=[CH:5][CH:4]=1.Br[C:15]1[CH:24]=[CH:23][C:18]([C:19]([O:21][CH3:22])=[O:20])=[CH:17][CH:16]=1.C1(P(C2C=CC=CC=2)C2C=CC=CC=2)C=CC=CC=1.[F-].[Cs+]. The catalyst is COCCOC.CO.CC(C)=O.C([O-])(=O)C.[Pd+2].C([O-])(=O)C. The product is [CH3:22][O:21][C:19]([C:18]1[CH:23]=[CH:24][C:15]([C:6]2[CH:7]=[CH:8][C:3]([C:2]([F:13])([F:12])[F:1])=[CH:4][CH:5]=2)=[CH:16][CH:17]=1)=[O:20]. The yield is 0.920.